Dataset: Forward reaction prediction with 1.9M reactions from USPTO patents (1976-2016). Task: Predict the product of the given reaction. (1) The product is: [C:1]([O:5][C:6]([N:8]1[CH2:13][CH2:12][NH:11][C:10](=[O:14])[CH:9]1[C:15]1[O:26][N:25]=[C:23]([C:22]2[CH:27]=[CH:28][CH:29]=[C:20]([Cl:19])[CH:21]=2)[N:24]=1)=[O:7])([CH3:2])([CH3:3])[CH3:4]. Given the reactants [C:1]([O:5][C:6]([N:8]1[CH2:13][CH2:12][NH:11][C:10](=[O:14])[CH:9]1[CH2:15]C(O)=O)=[O:7])([CH3:4])([CH3:3])[CH3:2].[Cl:19][C:20]1[CH:21]=[C:22]([CH:27]=[CH:28][CH:29]=1)[C:23]([NH:25][OH:26])=[NH:24].C1C=CC2N(O)N=NC=2C=1.CCN=C=NCCCN(C)C, predict the reaction product. (2) Given the reactants F[C:2]1[CH:10]=[CH:9][CH:8]=[CH:7][C:3]=1[C:4]([OH:6])=[O:5].COC1C=CC=CC=1C(O)=O.[CH2:22]([N-:29][CH3:30])[C:23]1[CH:28]=[CH:27][CH:26]=[CH:25][CH:24]=1.[Li+].Cl, predict the reaction product. The product is: [CH2:22]([N:29]([C:2]1[CH:10]=[CH:9][CH:8]=[CH:7][C:3]=1[C:4]([OH:6])=[O:5])[CH3:30])[C:23]1[CH:28]=[CH:27][CH:26]=[CH:25][CH:24]=1.